This data is from Peptide-MHC class I binding affinity with 185,985 pairs from IEDB/IMGT. The task is: Regression. Given a peptide amino acid sequence and an MHC pseudo amino acid sequence, predict their binding affinity value. This is MHC class I binding data. (1) The peptide sequence is YPASLHKFF. The MHC is HLA-B07:02 with pseudo-sequence HLA-B07:02. The binding affinity (normalized) is 0.835. (2) The peptide sequence is AFHHVAREL. The MHC is HLA-B57:01 with pseudo-sequence HLA-B57:01. The binding affinity (normalized) is 0. (3) The peptide sequence is FSLPFPFLYKFLL. The MHC is HLA-B57:01 with pseudo-sequence HLA-B57:01. The binding affinity (normalized) is 0.597. (4) The peptide sequence is SYQHFRRLLLL. The MHC is Patr-A0901 with pseudo-sequence Patr-A0901. The binding affinity (normalized) is 0.769. (5) The peptide sequence is TPNYADILLH. The MHC is Mamu-A2201 with pseudo-sequence Mamu-A2201. The binding affinity (normalized) is 0. (6) The peptide sequence is YPIYGLQFH. The MHC is HLA-B27:03 with pseudo-sequence HLA-B27:03. The binding affinity (normalized) is 0.0847. (7) The peptide sequence is FLWEVTPTV. The MHC is HLA-A02:01 with pseudo-sequence HLA-A02:01. The binding affinity (normalized) is 0.991. (8) The peptide sequence is PTLVPQEHY. The MHC is HLA-A26:01 with pseudo-sequence HLA-A26:01. The binding affinity (normalized) is 0.